From a dataset of Full USPTO retrosynthesis dataset with 1.9M reactions from patents (1976-2016). Predict the reactants needed to synthesize the given product. Given the product [C:33]([O:32][C:30]([N:27]1[CH2:26][CH:25]=[C:24]([C:2]2[CH:7]=[CH:6][N:5]3[C:8]([C:11]([O:13][CH2:14][CH3:15])=[O:12])=[CH:9][N:10]=[C:4]3[CH:3]=2)[CH2:29][CH2:28]1)=[O:31])([CH3:36])([CH3:34])[CH3:35], predict the reactants needed to synthesize it. The reactants are: Br[C:2]1[CH:7]=[CH:6][N:5]2[C:8]([C:11]([O:13][CH2:14][CH3:15])=[O:12])=[CH:9][N:10]=[C:4]2[CH:3]=1.CC1(C)C(C)(C)OB([C:24]2[CH2:29][CH2:28][N:27]([C:30]([O:32][C:33]([CH3:36])([CH3:35])[CH3:34])=[O:31])[CH2:26][CH:25]=2)O1.C([O-])([O-])=O.[K+].[K+].